Dataset: Catalyst prediction with 721,799 reactions and 888 catalyst types from USPTO. Task: Predict which catalyst facilitates the given reaction. Reactant: [NH2:1][C:2]1[C:11]2[C:6](=[C:7]([C:12]([NH:14][C:15]3[C:20]([Cl:21])=[CH:19][CH:18]=[C:17]([NH:22][S:23]([CH2:26][CH2:27][CH3:28])(=[O:25])=[O:24])[C:16]=3[C:29]#[C:30][Si](C(C)C)(C(C)C)C(C)C)=[O:13])[CH:8]=[CH:9][CH:10]=2)[N:5]=[CH:4][N:3]=1.CCCC[N+](CCCC)(CCCC)CCCC.[F-]. Product: [Cl:21][C:20]1[C:15]([NH:14][C:12]([C:7]2[CH:8]=[CH:9][CH:10]=[C:11]3[C:6]=2[N:5]=[CH:4][N:3]=[C:2]3[NH2:1])=[O:13])=[C:16]([C:29]#[CH:30])[C:17]([NH:22][S:23]([CH2:26][CH2:27][CH3:28])(=[O:25])=[O:24])=[CH:18][CH:19]=1. The catalyst class is: 1.